Task: Predict the product of the given reaction.. Dataset: Forward reaction prediction with 1.9M reactions from USPTO patents (1976-2016) (1) The product is: [NH2:1][C@@H:2]1[C:14]2[C:6](=[CH:7][C:8]3[O:12][CH2:11][O:10][C:9]=3[CH:13]=2)[C@@H:5]([C:15]2[CH:16]=[C:17]([O:24][CH3:25])[C:18]([O:23][Si:30]([C:33]([CH3:36])([CH3:35])[CH3:34])([CH3:32])[CH3:31])=[C:19]([O:21][CH3:22])[CH:20]=2)[C@H:4]2[C:26](=[O:29])[O:27][CH2:28][C@H:3]12. Given the reactants [NH2:1][C@@H:2]1[C:14]2[C:6](=[CH:7][C:8]3[O:12][CH2:11][O:10][C:9]=3[CH:13]=2)[C@@H:5]([C:15]2[CH:20]=[C:19]([O:21][CH3:22])[C:18]([OH:23])=[C:17]([O:24][CH3:25])[CH:16]=2)[C@H:4]2[C:26](=[O:29])[O:27][CH2:28][C@H:3]12.[Si:30](Cl)([C:33]([CH3:36])([CH3:35])[CH3:34])([CH3:32])[CH3:31].N1C=CN=C1, predict the reaction product. (2) Given the reactants CO[C:3]1[CH:4]=[CH:5][C:6]([CH:9]=[O:10])=[CH:7][CH:8]=1.[C:11]([O-:14])([O-])=O.[K+].[K+].CC1C=CC(S([CH2:27][N+:28]#[C-:29])(=O)=O)=CC=1, predict the reaction product. The product is: [CH3:11][O:14][C:7]1[CH:8]=[CH:3][CH:4]=[CH:5][C:6]=1[C:9]1[O:10][CH:29]=[N:28][CH:27]=1. (3) Given the reactants Cl[C:2]1[CH:10]=[CH:9][C:5]([C:6]([OH:8])=[O:7])=[CH:4][N:3]=1.[F:11][C:12]([F:16])([F:15])[CH2:13][OH:14].[H-].[Na+].Cl, predict the reaction product. The product is: [F:11][C:12]([F:16])([F:15])[CH2:13][O:14][C:2]1[CH:10]=[CH:9][C:5]([C:6]([OH:8])=[O:7])=[CH:4][N:3]=1.